From a dataset of Forward reaction prediction with 1.9M reactions from USPTO patents (1976-2016). Predict the product of the given reaction. (1) Given the reactants [I:1][C:2]1[CH:7]=[CH:6][CH:5]=[CH:4][C:3]=1[NH:8][C:9](=[O:27])[NH:10][C:11]1[CH:16]=[CH:15][C:14]([CH2:17][C:18]([O:20]C(C)(C)C)=[O:19])=[CH:13][C:12]=1[O:25][CH3:26].C(O)(C(F)(F)F)=O, predict the reaction product. The product is: [I:1][C:2]1[CH:7]=[CH:6][CH:5]=[CH:4][C:3]=1[NH:8][C:9](=[O:27])[NH:10][C:11]1[CH:16]=[CH:15][C:14]([CH2:17][C:18]([OH:20])=[O:19])=[CH:13][C:12]=1[O:25][CH3:26]. (2) Given the reactants Cl.[CH3:2][C@@H:3]1[CH2:7][CH2:6][CH2:5][N:4]1[CH2:8][CH2:9][C:10]1[CH:15]=[CH:14][C:13](B(O)O)=[CH:12][CH:11]=1.Br[C:20]1[CH:31]=[CH:30][C:23]([CH2:24][C:25]2[NH:29][N:28]=[N:27][N:26]=2)=[CH:22][CH:21]=1.C([O-])([O-])=O.[Na+].[Na+], predict the reaction product. The product is: [CH3:2][C@@H:3]1[CH2:7][CH2:6][CH2:5][N:4]1[CH2:8][CH2:9][C:10]1[CH:15]=[CH:14][C:13]([C:20]2[CH:21]=[CH:22][C:23]([CH2:24][C:25]3[NH:29][N:28]=[N:27][N:26]=3)=[CH:30][CH:31]=2)=[CH:12][CH:11]=1. (3) Given the reactants [OH:1][C:2]1[CH:7]=[C:6]([CH3:8])[C:5]([C:9]2[CH:14]=[CH:13][CH:12]=[C:11]([CH:15]=[O:16])[C:10]=2[CH3:17])=[C:4]([CH3:18])[CH:3]=1.Br[CH2:20][CH2:21][CH2:22][O:23][Si:24]([C:27]([CH3:30])([CH3:29])[CH3:28])([CH3:26])[CH3:25].P([O-])([O-])([O-])=O.[K+].[K+].[K+].CN(C=O)C, predict the reaction product. The product is: [Si:24]([O:23][CH2:22][CH2:21][CH2:20][O:1][C:2]1[CH:7]=[C:6]([CH3:8])[C:5]([C:9]2[CH:14]=[CH:13][CH:12]=[C:11]([CH:15]=[O:16])[C:10]=2[CH3:17])=[C:4]([CH3:18])[CH:3]=1)([C:27]([CH3:28])([CH3:29])[CH3:30])([CH3:26])[CH3:25]. (4) The product is: [Br:1][C:2]1[CH:3]=[C:4]([C:8]([NH2:17])=[O:10])[N:5]([CH3:7])[CH:6]=1. Given the reactants [Br:1][C:2]1[CH:3]=[C:4]([C:8]([OH:10])=O)[N:5]([CH3:7])[CH:6]=1.C(Cl)(=O)C(Cl)=O.[NH3:17], predict the reaction product. (5) Given the reactants [Br:1][CH2:2][C:3]1[CH:11]=[CH:10][C:6]([C:7](O)=[O:8])=[CH:5][CH:4]=1.C(Cl)(=O)C([Cl:15])=O, predict the reaction product. The product is: [Br:1][CH2:2][C:3]1[CH:11]=[CH:10][C:6]([C:7]([Cl:15])=[O:8])=[CH:5][CH:4]=1. (6) Given the reactants C1(OC2C=CC=CC=2)C=CC=CC=1.C(O[C:17](=[O:33])[C:18](=[CH:24][NH:25][C:26]1[CH:31]=[CH:30][CH:29]=[C:28]([CH3:32])[N:27]=1)[C:19]([O:21][CH2:22][CH3:23])=[O:20])C, predict the reaction product. The product is: [CH2:22]([O:21][C:19]([C:18]1[C:17](=[O:33])[C:31]2[C:26](=[N:27][C:28]([CH3:32])=[CH:29][CH:30]=2)[NH:25][CH:24]=1)=[O:20])[CH3:23]. (7) The product is: [CH3:18][O:6][C:5](=[O:7])[C@H:4]([OH:8])[C:3]1[CH:9]=[CH:10][CH:11]=[CH:12][C:2]=1[Cl:1]. Given the reactants [Cl:1][C:2]1[CH:12]=[CH:11][CH:10]=[CH:9][C:3]=1[C@@H:4]([OH:8])[C:5]([OH:7])=[O:6].S(=O)(=O)(O)O.[CH3:18]O, predict the reaction product.